From a dataset of Forward reaction prediction with 1.9M reactions from USPTO patents (1976-2016). Predict the product of the given reaction. (1) Given the reactants Cl[C:2]1[CH:7]=[N:6][NH:5][C:4](=[O:8])[CH:3]=1.[CH3:9][NH:10][C:11]([C:13]1[CH:14]=[C:15](B(O)O)[CH:16]=[CH:17][CH:18]=1)=[O:12].O.C([O-])([O-])=O.[K+].[K+], predict the reaction product. The product is: [CH3:9][NH:10][C:11](=[O:12])[C:13]1[CH:14]=[CH:15][CH:16]=[C:17]([C:2]2[CH:7]=[N:6][NH:5][C:4](=[O:8])[CH:3]=2)[CH:18]=1. (2) The product is: [Cl:8][C:6]1[CH:5]=[C:4]([C:9]2[C:13]([CH:17]=[O:19])=[C:12]([OH:14])[N:11]([CH3:15])[N:10]=2)[CH:3]=[C:2]([Cl:1])[CH:7]=1. Given the reactants [Cl:1][C:2]1[CH:3]=[C:4]([C:9]2[CH:13]=[C:12]([OH:14])[N:11]([CH3:15])[N:10]=2)[CH:5]=[C:6]([Cl:8])[CH:7]=1.O.[C:17](OCC)(=[O:19])C, predict the reaction product. (3) Given the reactants C([O:4][C@H:5]1[C@H:10]([O:11]C(=O)C)[C@@H:9]([O:15]C(=O)C)[C@H:8]([C:19]2[CH:24]=[CH:23][C:22]([Cl:25])=[C:21]([CH2:26][C:27]3[CH:32]=[CH:31][C:30]([C:33]#[N:34])=[CH:29][CH:28]=3)[CH:20]=2)[O:7][C@@H:6]1[CH2:35][O:36]C(=O)C)(=O)C.O.[OH-].[Li+], predict the reaction product. The product is: [Cl:25][C:22]1[CH:23]=[CH:24][C:19]([C@H:8]2[C@H:9]([OH:15])[C@@H:10]([OH:11])[C@H:5]([OH:4])[C@@H:6]([CH2:35][OH:36])[O:7]2)=[CH:20][C:21]=1[CH2:26][C:27]1[CH:28]=[CH:29][C:30]([C:33]#[N:34])=[CH:31][CH:32]=1. (4) Given the reactants [F:1][C:2]1[CH:37]=[CH:36][C:5]([CH2:6][C@@H:7]([CH2:11][CH2:12][C@@H:13]([C:17](=[O:35])[NH:18][C@H:19]2[CH2:25][CH2:24][CH2:23][CH2:22][N:21]([C:26]3[CH:31]=[CH:30][CH:29]=[CH:28][C:27]=3[O:32][CH3:33])[C:20]2=[O:34])[CH2:14][CH2:15][CH3:16])[C:8](O)=[O:9])=[CH:4][CH:3]=1.[NH2:38][C@H:39]1[CH2:45][CH2:44][S:43][C@H:42]2[CH2:46][CH2:47][CH2:48][C@@H:49]([C:50]#[N:51])[N:41]2[C:40]1=[O:52], predict the reaction product. The product is: [C:50]([C@H:49]1[N:41]2[C@@H:42]([S:43][CH2:44][CH2:45][C@H:39]([NH:38][C:8](=[O:9])[C@@H:7]([CH2:6][C:5]3[CH:4]=[CH:3][C:2]([F:1])=[CH:37][CH:36]=3)[CH2:11][CH2:12][C@H:13]([CH2:14][CH2:15][CH3:16])[C:17]([NH:18][C@H:19]3[CH2:25][CH2:24][CH2:23][CH2:22][N:21]([C:26]4[CH:31]=[CH:30][CH:29]=[CH:28][C:27]=4[O:32][CH3:33])[C:20]3=[O:34])=[O:35])[C:40]2=[O:52])[CH2:46][CH2:47][CH2:48]1)#[N:51].